This data is from Catalyst prediction with 721,799 reactions and 888 catalyst types from USPTO. The task is: Predict which catalyst facilitates the given reaction. Reactant: CS(O[CH2:6][CH2:7][C@@H:8]([NH:20][C:21]([O:23][C:24]([CH3:27])([CH3:26])[CH3:25])=[O:22])[CH2:9][C:10]1[CH:15]=[CH:14][C:13]([C:16]([F:19])([F:18])[F:17])=[CH:12][CH:11]=1)(=O)=O.[N-:28]=[N+:29]=[N-:30].[Na+].O.CCOC(C)=O. Product: [N:28]([CH2:6][CH2:7][C@@H:8]([NH:20][C:21](=[O:22])[O:23][C:24]([CH3:27])([CH3:26])[CH3:25])[CH2:9][C:10]1[CH:15]=[CH:14][C:13]([C:16]([F:19])([F:18])[F:17])=[CH:12][CH:11]=1)=[N+:29]=[N-:30]. The catalyst class is: 3.